This data is from Reaction yield outcomes from USPTO patents with 853,638 reactions. The task is: Predict the reaction yield, written as a fraction of the theoretical maximum amount of product (1.0 means a 100% yield; for example, 0.34 means a 34% yield). The reactants are [CH3:1][O:2][CH:3]([O:16][CH3:17])[C:4]1[N:5]=[C:6](Cl)[C:7]2[CH2:13][CH2:12][C:11](=[O:14])[NH:10][C:8]=2[N:9]=1. The catalyst is CO.[Pd]. The product is [CH3:17][O:16][CH:3]([O:2][CH3:1])[C:4]1[N:5]=[CH:6][C:7]2[CH2:13][CH2:12][C:11](=[O:14])[NH:10][C:8]=2[N:9]=1. The yield is 0.580.